Dataset: Forward reaction prediction with 1.9M reactions from USPTO patents (1976-2016). Task: Predict the product of the given reaction. (1) Given the reactants Cl.Cl.Cl.C(NN=C([NH:24][CH2:25][CH2:26][CH2:27][N:28]([CH2:49][CH2:50][CH2:51][NH:52][C:53]([NH:55][C:56]1[CH:61]=[CH:60][C:59]([C:62](=[O:64])[CH3:63])=[CH:58][CH:57]=1)=[O:54])[CH2:29][CH2:30][CH2:31][NH:32][C:33](=NNC(=N)N)[NH:34][C:35]1[CH:40]=[CH:39][C:38]([C:41](=[O:43])[CH3:42])=[CH:37][CH:36]=1)NC1C=CC(C(=NNC(=N)N)C)=CC=1)(=N)N.[C:65]([C:68]1[CH:73]=[CH:72][C:71]([N:74]=[C:75]=[O:76])=[CH:70][CH:69]=1)(=[O:67])[CH3:66].NCCCN(CCCN)CCCN.C([OH:92])C, predict the reaction product. The product is: [C:65]([C:68]1[CH:73]=[CH:72][C:71]([NH:74][C:75]([NH:24][CH2:25][CH2:26][CH2:27][N:28]([CH2:29][CH2:30][CH2:31][NH:32][C:33]([NH:34][C:35]2[CH:36]=[CH:37][C:38]([C:41](=[O:43])[CH3:42])=[CH:39][CH:40]=2)=[O:92])[CH2:49][CH2:50][CH2:51][NH:52][C:53]([NH:55][C:56]2[CH:61]=[CH:60][C:59]([C:62](=[O:64])[CH3:63])=[CH:58][CH:57]=2)=[O:54])=[O:76])=[CH:70][CH:69]=1)(=[O:67])[CH3:66]. (2) The product is: [OH:7][CH2:8][C:9]([C:12]1[CH:16]=[C:15]([N:17]2[CH2:21][C@@:20]3([CH2:26][CH2:25][CH2:24][C@@:23]([CH2:28][N:29]4[C:33]5[CH:34]=[C:35]([C:38]#[N:39])[CH:36]=[CH:37][C:32]=5[N:31]=[CH:30]4)([CH3:27])[CH2:22]3)[O:19][C:18]2=[O:40])[O:14][N:13]=1)([CH3:11])[CH3:10]. Given the reactants C(=O)([O:7][CH2:8][C:9]([C:12]1[CH:16]=[C:15]([N:17]2[CH2:21][C@@:20]3([CH2:26][CH2:25][CH2:24][C@@:23]([CH2:28][N:29]4[C:33]5[CH:34]=[C:35]([C:38]#[N:39])[CH:36]=[CH:37][C:32]=5[N:31]=[CH:30]4)([CH3:27])[CH2:22]3)[O:19][C:18]2=[O:40])[O:14][N:13]=1)([CH3:11])[CH3:10])OC(C)(C)C.C([O-])([O-])=O.[K+].[K+].O.CO, predict the reaction product. (3) Given the reactants I[C:2]1[CH:3]=[C:4]([O:21][C:22]([F:25])([F:24])[F:23])[CH:5]=[C:6]2[C:11]=1[O:10][CH:9]([C:12]([F:15])([F:14])[F:13])[C:8]([C:16]([O:18][CH2:19][CH3:20])=[O:17])=[CH:7]2.[C-:26]#[N:27].[K+], predict the reaction product. The product is: [C:26]([C:2]1[CH:3]=[C:4]([O:21][C:22]([F:24])([F:23])[F:25])[CH:5]=[C:6]2[C:11]=1[O:10][CH:9]([C:12]([F:14])([F:15])[F:13])[C:8]([C:16]([O:18][CH2:19][CH3:20])=[O:17])=[CH:7]2)#[N:27]. (4) Given the reactants [CH3:1][C:2]1[N:3]=[C:4]([NH2:7])[S:5][CH:6]=1.[Si:8]([O:15][C:16]1[CH:17]=[C:18]([S:22][C:23]2[CH:28]=[CH:27][N:26]=[C:25](Cl)[CH:24]=2)[CH:19]=[CH:20][CH:21]=1)([C:11]([CH3:14])([CH3:13])[CH3:12])([CH3:10])[CH3:9].P([O-])([O-])([O-])=O.[K+].[K+].[K+].O, predict the reaction product. The product is: [Si:8]([O:15][C:16]1[CH:17]=[C:18]([S:22][C:23]2[CH:28]=[CH:27][N:26]=[C:25]([NH:7][C:4]3[S:5][CH:6]=[C:2]([CH3:1])[N:3]=3)[CH:24]=2)[CH:19]=[CH:20][CH:21]=1)([C:11]([CH3:14])([CH3:13])[CH3:12])([CH3:10])[CH3:9]. (5) Given the reactants Cl.[CH3:2][O:3][C:4]1[CH:5]=[C:6]([C:12]2[C@@H:21]3[C@@H:16]([CH2:17][CH2:18][CH2:19][CH2:20]3)[C:15](=[O:22])[N:14]([CH:23]3[CH2:28][CH2:27][NH:26][CH2:25][CH2:24]3)[N:13]=2)[CH:7]=[CH:8][C:9]=1[O:10][CH3:11].[C:29]([O:33][C:34]([NH:36][C@H:37]([C:42](O)=[O:43])[C@H:38]([CH2:40][CH3:41])[CH3:39])=[O:35])([CH3:32])([CH3:31])[CH3:30].CN(C(ON1N=NC2C=CC=CC1=2)=[N+](C)C)C.F[P-](F)(F)(F)(F)F.CCN(C(C)C)C(C)C, predict the reaction product. The product is: [CH3:2][O:3][C:4]1[CH:5]=[C:6]([C:12]2[C@@H:21]3[C@@H:16]([CH2:17][CH2:18][CH2:19][CH2:20]3)[C:15](=[O:22])[N:14]([CH:23]3[CH2:24][CH2:25][N:26]([C:42](=[O:43])[C@@H:37]([NH:36][C:34](=[O:35])[O:33][C:29]([CH3:32])([CH3:31])[CH3:30])[C@@H:38]([CH3:39])[CH2:40][CH3:41])[CH2:27][CH2:28]3)[N:13]=2)[CH:7]=[CH:8][C:9]=1[O:10][CH3:11].